This data is from Forward reaction prediction with 1.9M reactions from USPTO patents (1976-2016). The task is: Predict the product of the given reaction. (1) Given the reactants Cl.Cl.[NH2:3][C@@H:4]1[C:10](=[O:11])[N:9]([CH2:12][C:13]2[C:22]3[C:17](=[CH:18][CH:19]=[CH:20][CH:21]=3)[N:16]=[CH:15][C:14]=2[CH:23]2[CH2:25][CH2:24]2)[C:8]2[CH:26]=[CH:27][C:28]([C:30]#[N:31])=[CH:29][C:7]=2[NH:6][C@H:5]1[CH3:32].[C:33]([N:40]([CH3:46])[C@H:41]([C:43](O)=[O:44])[CH3:42])([O:35][C:36]([CH3:39])([CH3:38])[CH3:37])=[O:34].C(N(CC)C(C)C)(C)C.CN(C(ON1N=NC2C=CC=CC1=2)=[N+](C)C)C.F[P-](F)(F)(F)(F)F, predict the reaction product. The product is: [C:30]([C:28]1[CH:27]=[CH:26][C:8]2[N:9]([CH2:12][C:13]3[C:22]4[C:17](=[CH:18][CH:19]=[CH:20][CH:21]=4)[N:16]=[CH:15][C:14]=3[CH:23]3[CH2:25][CH2:24]3)[C:10](=[O:11])[C@@H:4]([NH:3][C:43](=[O:44])[C@@H:41]([N:40]([CH3:46])[C:33](=[O:34])[O:35][C:36]([CH3:37])([CH3:39])[CH3:38])[CH3:42])[C@H:5]([CH3:32])[NH:6][C:7]=2[CH:29]=1)#[N:31]. (2) Given the reactants Br[C:2]1[CH:7]=[CH:6][C:5]([CH:8]2[C:17]3[C:12](=[C:13]([Cl:19])[CH:14]=[C:15]([Cl:18])[CH:16]=3)[CH2:11][N:10]([CH3:20])[CH2:9]2)=[CH:4][CH:3]=1.C1(P(C2C=CC=CC=2)C2C=CC=CC=2)C=CC=CC=1.[C]=[O:41].CN([CH:45]=[O:46])C.C1C=CC=CC=1, predict the reaction product. The product is: [Cl:18][C:15]1[CH:16]=[C:17]2[C:12](=[C:13]([Cl:19])[CH:14]=1)[CH2:11][N:10]([CH3:20])[CH2:9][CH:8]2[C:5]1[CH:6]=[CH:7][C:2]([C:45]([OH:46])=[O:41])=[CH:3][CH:4]=1.